Task: Predict the reaction yield, written as a fraction of the theoretical maximum amount of product (1.0 means a 100% yield; for example, 0.34 means a 34% yield).. Dataset: Reaction yield outcomes from USPTO patents with 853,638 reactions (1) The reactants are [CH2:1]([NH2:4])[CH:2]=[CH2:3].[CH2:5]([NH:8][C:9]1[C:10]2[S:18][CH:17]=[C:16]([CH3:19])[C:11]=2[N:12]=[C:13](Cl)[N:14]=1)[CH:6]=[CH2:7]. The catalyst is O. The product is [CH2:1]([NH:4][C:13]1[N:14]=[C:9]([NH:8][CH2:5][CH:6]=[CH2:7])[C:10]2[S:18][CH:17]=[C:16]([CH3:19])[C:11]=2[N:12]=1)[CH:2]=[CH2:3]. The yield is 0.857. (2) The reactants are [CH2:1]([C:8]1[CH:20]=[CH:19][C:11]([O:12][CH2:13][C@@H:14]2[CH2:18][CH2:17][CH2:16][NH:15]2)=[CH:10][CH:9]=1)[C:2]1[CH:7]=[CH:6][CH:5]=[CH:4][CH:3]=1.CN(C=O)C.Br[CH2:27][CH2:28][C:29]([O:31][CH3:32])=[O:30].C(=O)([O-])[O-].[K+].[K+]. The catalyst is O. The product is [CH3:32][O:31][C:29](=[O:30])[CH2:28][CH2:27][N:15]1[CH2:16][CH2:17][CH2:18][C@H:14]1[CH2:13][O:12][C:11]1[CH:19]=[CH:20][C:8]([CH2:1][C:2]2[CH:3]=[CH:4][CH:5]=[CH:6][CH:7]=2)=[CH:9][CH:10]=1. The yield is 0.140.